This data is from Retrosynthesis with 50K atom-mapped reactions and 10 reaction types from USPTO. The task is: Predict the reactants needed to synthesize the given product. (1) Given the product CC(C)n1nc(CNS(C)(=O)=O)c(Cc2ccncc2)c1Sc1cc(Cl)cc(Cl)c1, predict the reactants needed to synthesize it. The reactants are: CC(C)n1nc(CN)c(Cc2ccncc2)c1Sc1cc(Cl)cc(Cl)c1.CS(=O)(=O)Cl. (2) Given the product CC1(C)C=C(/C=C/C(=O)N2CCOCC2)C(C)(C)CC1, predict the reactants needed to synthesize it. The reactants are: C1COCCN1.CC1(C)C=C(/C=C/C(=O)O)C(C)(C)CC1. (3) Given the product O=C(O)c1ccc2[nH]nc(/C=C/c3ccc(F)cc3)c2c1OCCO, predict the reactants needed to synthesize it. The reactants are: CCOC(=O)c1ccc2[nH]nc(/C=C/c3ccc(F)cc3)c2c1OCCO. (4) Given the product Cc1nc2c3c(ccn2c1C)C(O)C(O)C(c1ccccc1)N3, predict the reactants needed to synthesize it. The reactants are: Cc1nc2c3c(ccn2c1C)C(=O)C(O)C(c1ccccc1)N3. (5) The reactants are: NCC(=O)N1CCN(C(=O)c2cc(Cl)ccc2Cl)CC1.O=C(O)c1cc(-c2ccccc2)on1. Given the product O=C(NCC(=O)N1CCN(C(=O)c2cc(Cl)ccc2Cl)CC1)c1cc(-c2ccccc2)on1, predict the reactants needed to synthesize it. (6) Given the product CC1(c2ccc(O)cc2)COc2cc(O)ccc2C1CCCCCCCCC(CCC(F)(F)C(F)(F)C(F)(F)C(F)(F)F)C(=O)O, predict the reactants needed to synthesize it. The reactants are: CCOC(=O)C(CCCCCCCCC1c2ccc(O)cc2OCC1(C)c1ccc(O)cc1)CCC(F)(F)C(F)(F)C(F)(F)C(F)(F)F.